Dataset: Peptide-MHC class II binding affinity with 134,281 pairs from IEDB. Task: Regression. Given a peptide amino acid sequence and an MHC pseudo amino acid sequence, predict their binding affinity value. This is MHC class II binding data. (1) The peptide sequence is SPGMMMGMFNMLSTV. The MHC is DRB5_0101 with pseudo-sequence DRB5_0101. The binding affinity (normalized) is 0.317. (2) The peptide sequence is LNTITNLKVQLIRMA. The MHC is HLA-DQA10201-DQB10303 with pseudo-sequence HLA-DQA10201-DQB10303. The binding affinity (normalized) is 0.664. (3) The MHC is DRB1_0802 with pseudo-sequence DRB1_0802. The peptide sequence is QYDVIIQHPADMSWC. The binding affinity (normalized) is 0.302. (4) The peptide sequence is NVYQRGTHPFSRIRD. The MHC is DRB5_0101 with pseudo-sequence DRB5_0101. The binding affinity (normalized) is 1.00. (5) The peptide sequence is NDKFLANVSTVLTGK. The MHC is DRB3_0202 with pseudo-sequence DRB3_0202. The binding affinity (normalized) is 0.967.